Dataset: Full USPTO retrosynthesis dataset with 1.9M reactions from patents (1976-2016). Task: Predict the reactants needed to synthesize the given product. (1) Given the product [C:3]1(=[O:18])[CH2:4][CH2:5][CH2:6][CH2:7][CH2:8][CH2:9][CH2:10][CH2:11][CH2:12][CH2:13][CH2:14]1, predict the reactants needed to synthesize it. The reactants are: OO.[C:3]([OH:18])(=O)[CH2:4][CH2:5][CH2:6][CH2:7][CH2:8][CH2:9][CH2:10][CH2:11][CH2:12][CH2:13][C:14](O)=O.OCCCCCCCCCCCC(O)=O. (2) Given the product [Cl:25][C:12]1[CH:14]=[CH:18][C:17]([CH:19]([CH2:7][O:6][CH2:3][O:4][CH3:5])[CH2:8][OH:10])=[CH:16][CH:11]=1, predict the reactants needed to synthesize it. The reactants are: CO[CH:3]([O:6][CH3:7])[O:4][CH3:5].[C:8](=[O:10])=O.[CH3:11][C:12]([CH3:14])=O.[H-].[CH2:16]([Al+][CH2:16][CH:17]([CH3:19])[CH3:18])[CH:17]([CH3:19])[CH3:18].[Cl:25]CCl. (3) The reactants are: [Cl:1][C:2]1[C:3]([NH:10][C@@H:11]2[CH2:16][CH2:15][CH2:14][N:13]([C:17]([O:19][C:20]([CH3:23])([CH3:22])[CH3:21])=[O:18])[CH2:12]2)=[N:4][CH:5]=[C:6]([CH2:8][OH:9])[CH:7]=1. Given the product [Cl:1][C:2]1[C:3]([NH:10][C@@H:11]2[CH2:16][CH2:15][CH2:14][N:13]([C:17]([O:19][C:20]([CH3:23])([CH3:22])[CH3:21])=[O:18])[CH2:12]2)=[N:4][CH:5]=[C:6]([CH:8]=[O:9])[CH:7]=1, predict the reactants needed to synthesize it.